From a dataset of Reaction yield outcomes from USPTO patents with 853,638 reactions. Predict the reaction yield, written as a fraction of the theoretical maximum amount of product (1.0 means a 100% yield; for example, 0.34 means a 34% yield). (1) The reactants are [F:1][CH:2]([F:26])[O:3][C:4]1[CH:5]=[C:6]([CH:14]([C:16]2[C:24]3[C:19](=[N:20][CH:21]=[C:22]([Br:25])[CH:23]=3)[NH:18][CH:17]=2)[OH:15])[CH:7]=[C:8]([O:10][CH:11]([F:13])[F:12])[CH:9]=1.CC(OI1(OC(C)=O)(OC(C)=O)OC(=O)C2C=CC=CC1=2)=O. The catalyst is O1CCCC1. The yield is 0.930. The product is [F:13][CH:11]([F:12])[O:10][C:8]1[CH:7]=[C:6]([C:14]([C:16]2[C:24]3[C:19](=[N:20][CH:21]=[C:22]([Br:25])[CH:23]=3)[NH:18][CH:17]=2)=[O:15])[CH:5]=[C:4]([O:3][CH:2]([F:26])[F:1])[CH:9]=1. (2) The reactants are Cl.O1CCCC1.[CH2:7]([O:14][C@@H:15]1[C@@H:21]([O:22][CH2:23][C:24]2[CH:29]=[CH:28][CH:27]=[CH:26][CH:25]=2)[C@H:20]([O:30][CH2:31][C:32]2[CH:37]=[CH:36][CH:35]=[CH:34][CH:33]=2)[C@@H:19]([CH2:38][O:39][CH2:40][C:41]2[CH:46]=[CH:45][CH:44]=[CH:43][CH:42]=2)[S:18][C:16]1([C:47]1[CH:52]=[CH:51][C:50]([Cl:53])=[C:49]([CH:54]2OCC[O:55]2)[CH:48]=1)[OH:17])[C:8]1[CH:13]=[CH:12][CH:11]=[CH:10][CH:9]=1. The catalyst is O. The product is [CH2:7]([O:14][C@@H:15]1[C@@H:21]([O:22][CH2:23][C:24]2[CH:25]=[CH:26][CH:27]=[CH:28][CH:29]=2)[C@H:20]([O:30][CH2:31][C:32]2[CH:37]=[CH:36][CH:35]=[CH:34][CH:33]=2)[C@@H:19]([CH2:38][O:39][CH2:40][C:41]2[CH:42]=[CH:43][CH:44]=[CH:45][CH:46]=2)[S:18][C:16]1([C:47]1[CH:52]=[CH:51][C:50]([Cl:53])=[C:49]([CH:54]=[O:55])[CH:48]=1)[OH:17])[C:8]1[CH:9]=[CH:10][CH:11]=[CH:12][CH:13]=1. The yield is 0.800. (3) The reactants are [Br:1][C:2]1[N:7]=[CH:6][C:5]([OH:8])=[CH:4][CH:3]=1.CS(O[CH2:14][CH:15]1[CH2:20][CH2:19][N:18]([C:21]2[O:25][N:24]=[C:23]([CH:26]([CH3:28])[CH3:27])[N:22]=2)[CH2:17][CH2:16]1)(=O)=O.C(=O)([O-])[O-].[K+].[K+].CN(C=O)C. The catalyst is O. The product is [Br:1][C:2]1[CH:3]=[CH:4][C:5]([O:8][CH2:14][CH:15]2[CH2:20][CH2:19][N:18]([C:21]3[O:25][N:24]=[C:23]([CH:26]([CH3:28])[CH3:27])[N:22]=3)[CH2:17][CH2:16]2)=[CH:6][N:7]=1. The yield is 0.800. (4) No catalyst specified. The reactants are [NH2:1][C:2]1[N:7]=[C:6](O)[C:5]([CH2:9][CH2:10][C:11]#[N:12])=[C:4]([CH3:13])[N:3]=1.P(Cl)(Cl)([Cl:16])=O. The yield is 0.480. The product is [NH2:1][C:2]1[N:7]=[C:6]([Cl:16])[C:5]([CH2:9][CH2:10][C:11]#[N:12])=[C:4]([CH3:13])[N:3]=1. (5) The reactants are C([O:4][C:5]1[C:14]2[C:9](=[CH:10][CH:11]=[C:12]([O:15][CH3:16])[CH:13]=2)[N:8]=[CH:7][CH:6]=1)C=C.[C:17]1(OC2C=CC=CC=2)[CH:22]=CC=C[CH:18]=1. No catalyst specified. The product is [CH2:22]([C:6]1[CH:7]=[N:8][C:9]2[C:14]([C:5]=1[OH:4])=[CH:13][C:12]([O:15][CH3:16])=[CH:11][CH:10]=2)[CH:17]=[CH2:18]. The yield is 0.320. (6) The reactants are [C:1](Cl)(=[O:6])[C:2]([CH3:5])([CH3:4])[CH3:3].[Br:8][C:9]1[C:10]([NH2:29])=[N:11][CH:12]=[C:13]([C@@H:15]2[CH2:20][CH2:19][CH2:18][C@H:17]([O:21][Si:22]([C:25]([CH3:28])([CH3:27])[CH3:26])([CH3:24])[CH3:23])[CH2:16]2)[N:14]=1.CCOC(C)=O.C([O-])(O)=O.[Na+]. The catalyst is C(Cl)Cl. The product is [Br:8][C:9]1[C:10]([NH:29][C:1](=[O:6])[C:2]([CH3:5])([CH3:4])[CH3:3])=[N:11][CH:12]=[C:13]([CH:15]2[CH2:20][CH2:19][CH2:18][CH:17]([O:21][Si:22]([C:25]([CH3:27])([CH3:26])[CH3:28])([CH3:23])[CH3:24])[CH2:16]2)[N:14]=1. The yield is 0.724. (7) The reactants are O.[SH:2][C:3]1[N:11]=[CH:10][N:9]=[C:8]2[C:4]=1[NH:5][CH:6]=[N:7]2.O.[N+:13]([C:16]1[CH:23]=[CH:22][C:19]([CH2:20]Br)=[CH:18][CH:17]=1)([O-:15])=[O:14]. The catalyst is CN(C=O)C. The product is [N+:13]([C:16]1[CH:23]=[CH:22][C:19]([CH2:20][S:2][C:3]2[N:11]=[CH:10][N:9]=[C:8]3[C:4]=2[NH:5][CH:6]=[N:7]3)=[CH:18][CH:17]=1)([O-:15])=[O:14]. The yield is 0.910. (8) The reactants are C[O:2][C:3]([C:5]1[CH:19]=[CH:18][C:8]2[N:9]([CH2:12][CH2:13][S:14]([CH3:17])(=[O:16])=[O:15])[CH:10]=[N:11][C:7]=2[CH:6]=1)=[O:4].[Li+].[OH-].O. The catalyst is CO. The product is [CH3:17][S:14]([CH2:13][CH2:12][N:9]1[C:8]2[CH:18]=[CH:19][C:5]([C:3]([OH:4])=[O:2])=[CH:6][C:7]=2[N:11]=[CH:10]1)(=[O:15])=[O:16]. The yield is 0.900. (9) The product is [C:13]1([CH3:23])[CH:18]=[CH:17][C:16]([S:19]([O:12][CH:10]([CH2:9]/[CH:8]=[CH:7]/[C:3]2[CH:2]=[N:1][CH:6]=[CH:5][CH:4]=2)[CH3:11])(=[O:21])=[O:20])=[CH:15][CH:14]=1. The yield is 0.601. The reactants are [N:1]1[CH:6]=[CH:5][CH:4]=[C:3](/[CH:7]=[CH:8]/[CH2:9][CH:10]([OH:12])[CH3:11])[CH:2]=1.[C:13]1([CH3:23])[CH:18]=[CH:17][C:16]([S:19](Cl)(=[O:21])=[O:20])=[CH:15][CH:14]=1. The catalyst is N1C=CC=CC=1. (10) The reactants are [C:1]([O:5][C:6]1[C:15]2[C:10](=[CH:11][CH:12]=[CH:13][CH:14]=2)[C:9]([OH:16])=[C:8]([CH3:17])[C:7]=1[CH2:18]/[CH:19]=[C:20](\[CH3:52])/[CH2:21][CH2:22]/[CH:23]=[C:24](\[CH3:51])/[CH2:25][CH2:26]/[CH:27]=[C:28](\[CH3:50])/[CH2:29][CH2:30]/[CH:31]=[C:32](\[CH3:49])/[CH2:33][CH2:34]/[CH:35]=[C:36](\[CH3:48])/[CH2:37][CH2:38]/[CH:39]=[C:40](\[CH3:47])/[CH2:41][CH2:42][CH:43]=[C:44]([CH3:46])[CH3:45])(=[O:4])[CH2:2][CH3:3].[C:53]1(=[O:59])[O:58][C:56](=[O:57])[CH2:55][CH2:54]1. The yield is 0.300. The catalyst is C(Cl)Cl.CN(C1C=CN=CC=1)C. The product is [CH3:52]/[C:20](/[CH2:21][CH2:22]/[CH:23]=[C:24](\[CH3:51])/[CH2:25][CH2:26]/[CH:27]=[C:28](\[CH3:50])/[CH2:29][CH2:30]/[CH:31]=[C:32](\[CH3:49])/[CH2:33][CH2:34]/[CH:35]=[C:36](\[CH3:48])/[CH2:37][CH2:38]/[CH:39]=[C:40](\[CH3:47])/[CH2:41][CH2:42][CH:43]=[C:44]([CH3:46])[CH3:45])=[CH:19]\[CH2:18][C:7]1[C:8]([CH3:17])=[C:9]([O:16][C:53](=[O:59])[CH2:54][CH2:55][C:56]([OH:58])=[O:57])[C:10]2[C:15]([C:6]=1[O:5][C:1](=[O:4])[CH2:2][CH3:3])=[CH:14][CH:13]=[CH:12][CH:11]=2.